Dataset: NCI-60 drug combinations with 297,098 pairs across 59 cell lines. Task: Regression. Given two drug SMILES strings and cell line genomic features, predict the synergy score measuring deviation from expected non-interaction effect. Drug 1: COC1=C(C=C2C(=C1)N=CN=C2NC3=CC(=C(C=C3)F)Cl)OCCCN4CCOCC4. Drug 2: COC1=NC(=NC2=C1N=CN2C3C(C(C(O3)CO)O)O)N. Cell line: UACC-257. Synergy scores: CSS=13.4, Synergy_ZIP=-4.08, Synergy_Bliss=-0.429, Synergy_Loewe=-40.3, Synergy_HSA=-3.27.